Dataset: Full USPTO retrosynthesis dataset with 1.9M reactions from patents (1976-2016). Task: Predict the reactants needed to synthesize the given product. (1) The reactants are: [N:1]1[CH:2]=[C:3]([S:10][C:11]2[CH:17]=[CH:16][C:14]([NH2:15])=[CH:13][CH:12]=2)[N:4]2[CH:9]=[CH:8][CH:7]=[N:6][C:5]=12.[S-:18][C:19]#[N:20].[K+].BrBr.[OH-].[Na+]. Given the product [N:1]1[CH:2]=[C:3]([S:10][C:11]2[CH:17]=[CH:16][C:14]3[N:15]=[C:19]([NH2:20])[S:18][C:13]=3[CH:12]=2)[N:4]2[CH:9]=[CH:8][CH:7]=[N:6][C:5]=12, predict the reactants needed to synthesize it. (2) The reactants are: [C:1]([N:5]1[C:9](=[O:10])[C:8](Cl)=[C:7]([C:12]2[CH:17]=[CH:16][CH:15]=[CH:14][CH:13]=2)[S:6]1(=[O:19])=[O:18])([CH3:4])([CH3:3])[CH3:2].[CH:20]([NH2:23])([CH3:22])[CH3:21]. Given the product [C:1]([N:5]1[C:9](=[O:10])[C:8]([NH:23][CH:20]([CH3:22])[CH3:21])=[C:7]([C:12]2[CH:17]=[CH:16][CH:15]=[CH:14][CH:13]=2)[S:6]1(=[O:19])=[O:18])([CH3:4])([CH3:3])[CH3:2], predict the reactants needed to synthesize it. (3) Given the product [CH2:12]([O:11][CH:4]([O:3][CH2:1][CH3:2])[CH2:5][C:6]([OH:8])=[O:7])[CH3:13], predict the reactants needed to synthesize it. The reactants are: [CH2:1]([O:3][CH:4]([O:11][CH2:12][CH3:13])[CH2:5][C:6]([O:8]CC)=[O:7])[CH3:2].[OH-].[Na+].Cl.CCOC(C)=O. (4) Given the product [CH:25]1([CH2:28][O:29][C:2]2[N:7]=[CH:6][C:5]([O:8][C:9]3[CH:14]=[CH:13][C:12]([CH2:15][CH2:16][CH:17]([NH:19][C:20](=[O:22])[CH3:21])[CH3:18])=[CH:11][CH:10]=3)=[CH:4][CH:3]=2)[CH2:27][CH2:26]1, predict the reactants needed to synthesize it. The reactants are: F[C:2]1[N:7]=[CH:6][C:5]([O:8][C:9]2[CH:14]=[CH:13][C:12]([CH2:15][CH2:16][CH:17]([NH:19][C:20](=[O:22])[CH3:21])[CH3:18])=[CH:11][CH:10]=2)=[CH:4][CH:3]=1.[H-].[Na+].[CH:25]1([CH2:28][OH:29])[CH2:27][CH2:26]1.C(OCC)(=O)C. (5) Given the product [CH3:15][N:10]1[C:11]([CH3:14])([CH3:13])[CH2:12][N:8]([C:5]2[N:6]=[N:7][C:2]([C:18]#[C:17][C:19]3[CH:20]=[C:21]([CH3:25])[CH:22]=[CH:23][CH:24]=3)=[CH:3][CH:4]=2)[C:9]1=[O:16], predict the reactants needed to synthesize it. The reactants are: I[C:2]1[N:7]=[N:6][C:5]([N:8]2[CH2:12][C:11]([CH3:14])([CH3:13])[N:10]([CH3:15])[C:9]2=[O:16])=[CH:4][CH:3]=1.[C:17]([C:19]1[CH:24]=[CH:23][CH:22]=[C:21]([CH3:25])[CH:20]=1)#[CH:18].C(N(CC)CC)C.C1(P(C2C=CC=CC=2)C2C=CC=CC=2)C=CC=CC=1. (6) Given the product [C:26]([CH2:25][O:24][C:15]1[CH:16]=[CH:17][C:18]([S:20]([CH3:23])(=[O:21])=[O:22])=[CH:19][C:14]=1[CH2:13][C:7]1[CH:8]=[C:9]([Cl:12])[CH:10]=[CH:11][C:6]=1[O:5][CH2:4][C:3]([OH:33])=[O:2])([OH:28])=[O:27], predict the reactants needed to synthesize it. The reactants are: C[O:2][C:3](=[O:33])[CH2:4][O:5][C:6]1[CH:11]=[CH:10][C:9]([Cl:12])=[CH:8][C:7]=1[CH2:13][C:14]1[CH:19]=[C:18]([S:20]([CH3:23])(=[O:22])=[O:21])[CH:17]=[CH:16][C:15]=1[O:24][CH2:25][C:26]([O:28]C(C)(C)C)=[O:27].[OH-].[Na+].Cl. (7) Given the product [N+:8]([C:11]1[CH:12]=[C:13]([CH:17]=[CH:18][CH:19]=1)[C:14]([NH:1][C:2]1[CH:7]=[CH:6][N:5]=[CH:4][N:3]=1)=[O:15])([O-:10])=[O:9], predict the reactants needed to synthesize it. The reactants are: [NH2:1][C:2]1[CH:7]=[CH:6][N:5]=[CH:4][N:3]=1.[N+:8]([C:11]1[CH:12]=[C:13]([CH:17]=[CH:18][CH:19]=1)[C:14](O)=[O:15])([O-:10])=[O:9].CCN=C=NCCCN(C)C.Cl.C(N(CC)CC)C.CN(C1C=CC=CN=1)C.